This data is from Forward reaction prediction with 1.9M reactions from USPTO patents (1976-2016). The task is: Predict the product of the given reaction. (1) Given the reactants [Cl:1][C:2]1[N:6]2[N:7]=[C:8](Cl)[CH:9]=[CH:10][C:5]2=[N:4][CH:3]=1.[NH2:12][CH2:13][C:14]1[CH:19]=[CH:18][CH:17]=[CH:16][N:15]=1, predict the reaction product. The product is: [Cl:1][C:2]1[N:6]2[N:7]=[C:8]([NH:12][CH2:13][C:14]3[CH:19]=[CH:18][CH:17]=[CH:16][N:15]=3)[CH:9]=[CH:10][C:5]2=[N:4][CH:3]=1. (2) The product is: [CH2:29]([O:31][C:32]([C:34]1([C:37]2[CH:42]=[CH:41][C:40]([C:2]3[CH:3]=[CH:4][C:5]([C:8]4[O:12][N:11]=[C:10]([CH3:13])[C:9]=4[CH:14]([OH:15])[C:16]4[N:17]=[N:18][N:19]([CH2:21][C:22]5[CH:27]=[CH:26][CH:25]=[CH:24][C:23]=5[CH3:28])[CH:20]=4)=[CH:6][CH:7]=3)=[CH:39][CH:38]=2)[CH2:35][CH2:36]1)=[O:33])[CH3:30]. Given the reactants Br[C:2]1[CH:7]=[CH:6][C:5]([C:8]2[O:12][N:11]=[C:10]([CH3:13])[C:9]=2[CH:14]([C:16]2[N:17]=[N:18][N:19]([CH2:21][C:22]3[CH:27]=[CH:26][CH:25]=[CH:24][C:23]=3[CH3:28])[CH:20]=2)[OH:15])=[CH:4][CH:3]=1.[CH2:29]([O:31][C:32]([C:34]1([C:37]2[CH:42]=[CH:41][C:40](B3OC(C)(C)C(C)(C)O3)=[CH:39][CH:38]=2)[CH2:36][CH2:35]1)=[O:33])[CH3:30], predict the reaction product.